The task is: Predict the reaction yield, written as a fraction of the theoretical maximum amount of product (1.0 means a 100% yield; for example, 0.34 means a 34% yield).. This data is from Reaction yield outcomes from USPTO patents with 853,638 reactions. (1) The reactants are [F:1][C:2]1[CH:7]=[CH:6][C:5]([C:8]([C:10]2[N:19]=[C:18]([NH:20][C:21]3[CH:25]=[C:24]([CH3:26])[NH:23][N:22]=3)[C:17]3[C:12](=[CH:13][CH:14]=[CH:15][CH:16]=3)[N:11]=2)=[O:9])=[CH:4][CH:3]=1.[ClH:27].O1CCOCC1. The catalyst is CO.C(Cl)Cl. The product is [ClH:27].[F:1][C:2]1[CH:7]=[CH:6][C:5]([CH:8]([C:10]2[N:19]=[C:18]([NH:20][C:21]3[CH:25]=[C:24]([CH3:26])[NH:23][N:22]=3)[C:17]3[C:12](=[CH:13][CH:14]=[CH:15][CH:16]=3)[N:11]=2)[OH:9])=[CH:4][CH:3]=1. The yield is 1.00. (2) The reactants are [I:1][C:2]1[CH:3]=[CH:4][C:5]([O:9][CH:10]([CH3:12])[CH3:11])=[C:6]([OH:8])[CH:7]=1.CN(C=O)C.[CH2:18](I)[CH3:19]. The catalyst is C(OCC)C. The product is [CH2:18]([O:8][C:6]1[CH:7]=[C:2]([I:1])[CH:3]=[CH:4][C:5]=1[O:9][CH:10]([CH3:12])[CH3:11])[CH3:19]. The yield is 0.960. (3) The reactants are Cl[C:2]1[C:7]([NH:8][C:9](=O)[C:10]2[CH:15]=[CH:14][CH:13]=[CH:12][C:11]=2[N+:16]([O-:18])=[O:17])=[CH:6][C:5]([CH3:20])=[CH:4][N:3]=1.P12(SP3(SP(SP(S3)(S1)=S)(=S)S2)=S)=[S:22]. The catalyst is N1C=CC=CC=1.CC1C=CC(C)=CC=1. The product is [CH3:20][C:5]1[CH:6]=[C:7]2[N:8]=[C:9]([C:10]3[CH:15]=[CH:14][CH:13]=[CH:12][C:11]=3[N+:16]([O-:18])=[O:17])[S:22][C:2]2=[N:3][CH:4]=1. The yield is 0.750. (4) The reactants are C[O:2][C:3](=[O:26])/[C:4](/[C:13]1[CH:18]=[CH:17][C:16]([N:19]2[C:23]([CH3:24])=[N:22][N:21]=[N:20]2)=[C:15]([Cl:25])[CH:14]=1)=[CH:5]/[CH:6]1[CH2:12][CH2:11][CH2:10][CH2:9][CH2:8][CH2:7]1.[OH-].[Na+]. The catalyst is C(O)C. The product is [Cl:25][C:15]1[CH:14]=[C:13](/[C:4](=[CH:5]\[CH:6]2[CH2:12][CH2:11][CH2:10][CH2:9][CH2:8][CH2:7]2)/[C:3]([OH:26])=[O:2])[CH:18]=[CH:17][C:16]=1[N:19]1[C:23]([CH3:24])=[N:22][N:21]=[N:20]1. The yield is 0.870. (5) The reactants are C([O:3][C:4](=[O:38])[C:5]([CH3:37])([O:7][C:8]1[CH:13]=[CH:12][C:11]([O:14][CH2:15][CH2:16][CH:17]([O:21][C:22]2[CH:36]=[CH:35][C:25]3[C:26]([C:29]4[CH:34]=[CH:33][CH:32]=[CH:31][CH:30]=4)=[CH:27][O:28][C:24]=3[CH:23]=2)[CH2:18][CH2:19][CH3:20])=[CH:10][CH:9]=1)[CH3:6])C.[OH-].[Na+].Cl. The catalyst is C(O)C.O. The product is [CH3:6][C:5]([O:7][C:8]1[CH:13]=[CH:12][C:11]([O:14][CH2:15][CH2:16][CH:17]([O:21][C:22]2[CH:36]=[CH:35][C:25]3[C:26]([C:29]4[CH:30]=[CH:31][CH:32]=[CH:33][CH:34]=4)=[CH:27][O:28][C:24]=3[CH:23]=2)[CH2:18][CH2:19][CH3:20])=[CH:10][CH:9]=1)([CH3:37])[C:4]([OH:38])=[O:3]. The yield is 1.00. (6) The reactants are FC1C(O[C:9]([CH:11]2[CH2:15][C:14](=[O:16])[NH:13][CH2:12]2)=[O:10])=C(F)C(F)=C(F)C=1F.[NH:21]1[CH2:26][CH2:25][NH:24][CH2:23][CH2:22]1.C(Cl)Cl. The catalyst is C1COCC1. The product is [N:21]1([C:9]([CH:11]2[CH2:12][NH:13][C:14](=[O:16])[CH2:15]2)=[O:10])[CH2:26][CH2:25][NH:24][CH2:23][CH2:22]1. The yield is 0.459.